Dataset: Catalyst prediction with 721,799 reactions and 888 catalyst types from USPTO. Task: Predict which catalyst facilitates the given reaction. (1) Reactant: [Br:1][C:2]1[CH:11]=[CH:10][C:5]([C:6]([O:8]C)=[O:7])=[C:4]([S:12]([CH:15]([CH3:17])[CH3:16])(=[O:14])=[O:13])[CH:3]=1.[OH-].[Na+].Cl. Product: [Br:1][C:2]1[CH:11]=[CH:10][C:5]([C:6]([OH:8])=[O:7])=[C:4]([S:12]([CH:15]([CH3:17])[CH3:16])(=[O:14])=[O:13])[CH:3]=1. The catalyst class is: 20. (2) The catalyst class is: 34. Reactant: [CH3:1][N:2]1[CH2:7][CH2:6][NH:5][CH2:4][CH2:3]1.C([N:10](CC)CC)C.[CH3:15][C:16]1[CH:29]=[C:28]2[C:19]([S:20][C:21]3[CH:22]=[C:23]([C:31](Cl)=[O:32])[CH:24]=[CH:25][C:26]=3[C:27]2=[O:30])=[CH:18][CH:17]=1. Product: [CH3:1][N:2]1[CH2:7][CH2:6][N:5]([C:25]2[C:26]3[C:27](=[O:30])[C:28]4[C:19](=[CH:18][CH:17]=[C:16]([CH3:15])[CH:29]=4)[S:20][C:21]=3[CH:22]=[C:23]([C:31]([NH2:10])=[O:32])[CH:24]=2)[CH2:4][CH2:3]1. (3) Reactant: [Cl:1][C:2]1[CH:3]=[C:4]([CH:9]([NH:20][C:21]([N:23]2[CH2:32][CH2:31][C:30]3[CH:29]=[N:28][C:27]([NH:33][CH:34]([CH3:36])[CH3:35])=[N:26][C:25]=3[CH2:24]2)=[O:22])[CH2:10][CH2:11][NH:12]C(=O)OC(C)(C)C)[CH:5]=[CH:6][C:7]=1[Cl:8].C(O)(C(F)(F)F)=O. Product: [NH2:12][CH2:11][CH2:10][CH:9]([NH:20][C:21]([N:23]1[CH2:32][CH2:31][C:30]2[CH:29]=[N:28][C:27]([NH:33][CH:34]([CH3:36])[CH3:35])=[N:26][C:25]=2[CH2:24]1)=[O:22])[C:4]1[CH:5]=[CH:6][C:7]([Cl:8])=[C:2]([Cl:1])[CH:3]=1. The catalyst class is: 2. (4) Reactant: B(Br)(Br)Br.[CH:5]([C:8]1[C:17]([O:18]C)=[C:16]([O:20]C)[CH:15]=[C:14]2[C:9]=1[C:10](=[O:44])[C:11]([CH3:43])=[C:12]([C:23]1[C:24](=[O:42])[C:25]3[C:30]([C:31](=[O:34])[C:32]=1[CH3:33])=[C:29]([CH:35]([CH3:37])[CH3:36])[C:28]([O:38]C)=[C:27]([O:40]C)[CH:26]=3)[C:13]2=[O:22])([CH3:7])[CH3:6].Cl. Product: [OH:18][C:17]1[C:8]([CH:5]([CH3:7])[CH3:6])=[C:9]2[C:14](=[CH:15][C:16]=1[OH:20])[C:13](=[O:22])[C:12]([C:23]1[C:24](=[O:42])[C:25]3[C:30]([C:31](=[O:34])[C:32]=1[CH3:33])=[C:29]([CH:35]([CH3:36])[CH3:37])[C:28]([OH:38])=[C:27]([OH:40])[CH:26]=3)=[C:11]([CH3:43])[C:10]2=[O:44]. The catalyst class is: 2. (5) Reactant: [Cl:1][C:2]1[CH:3]=[C:4]([C:10]2[CH:15]=[C:14]([CH2:16][CH2:17][CH3:18])[CH:13]=[C:12]([C:19]#[N:20])[C:11]=2[C:21]2[S:22][CH:23]=[CH:24][C:25]=2[CH3:26])[CH:5]=[C:6]([F:9])[C:7]=1[OH:8].[NH2:27][OH:28]. Product: [Cl:1][C:2]1[CH:3]=[C:4]([C:10]2[CH:15]=[C:14]([CH2:16][CH2:17][CH3:18])[CH:13]=[C:12]([C:19](=[N:27][OH:28])[NH2:20])[C:11]=2[C:21]2[S:22][CH:23]=[CH:24][C:25]=2[CH3:26])[CH:5]=[C:6]([F:9])[C:7]=1[OH:8]. The catalyst class is: 16.